This data is from Full USPTO retrosynthesis dataset with 1.9M reactions from patents (1976-2016). The task is: Predict the reactants needed to synthesize the given product. Given the product [Br:23][C:20]1[CH:21]=[CH:22][C:2]2[N:1]=[C:14]([N:28]3[CH2:29][CH2:30][N:25]([CH3:24])[CH2:26][CH2:27]3)[C:6]3[C:7]4[CH:13]=[CH:12][CH:11]=[CH:10][C:8]=4[S:9][C:5]=3[NH:4][C:3]=2[CH:19]=1, predict the reactants needed to synthesize it. The reactants are: [NH2:1][C:2]1[CH:22]=[CH:21][C:20]([Br:23])=[CH:19][C:3]=1[NH:4][C:5]1[S:9][C:8]2[CH:10]=[CH:11][CH:12]=[CH:13][C:7]=2[C:6]=1[C:14](OCC)=O.[CH3:24][N:25]1[CH2:30][CH2:29][NH:28][CH2:27][CH2:26]1.C1(OC)C=CC=CC=1.